From a dataset of Reaction yield outcomes from USPTO patents with 853,638 reactions. Predict the reaction yield, written as a fraction of the theoretical maximum amount of product (1.0 means a 100% yield; for example, 0.34 means a 34% yield). (1) The reactants are [CH2:1]([N:8]1[CH2:13][CH2:12][N:11]([C:14]([O:16][C:17]([CH3:20])([CH3:19])[CH3:18])=[O:15])[CH2:10][C@H:9]1[CH2:21][N:22]1C(=O)C2C(=CC=CC=2)C1=O)[C:2]1[CH:7]=[CH:6][CH:5]=[CH:4][CH:3]=1.ClCCl.O.NN. The catalyst is C(O)C. The product is [NH2:22][CH2:21][C@H:9]1[N:8]([CH2:1][C:2]2[CH:7]=[CH:6][CH:5]=[CH:4][CH:3]=2)[CH2:13][CH2:12][N:11]([C:14]([O:16][C:17]([CH3:20])([CH3:19])[CH3:18])=[O:15])[CH2:10]1. The yield is 0.730. (2) The reactants are [NH2:1][C:2]1[CH:3]=[C:4]([CH:21]=[CH:22][C:23]=1[F:24])[O:5][C:6]1[N:11]=[C:10]2[S:12][C:13]([NH:15][C:16]([CH:18]3[CH2:20][CH2:19]3)=[O:17])=[N:14][C:9]2=[CH:8][CH:7]=1.[N:25]([C:28]1[CH:33]=[CH:32][C:31]([C:34]([F:37])([F:36])[F:35])=[CH:30][CH:29]=1)=[C:26]=[O:27]. The catalyst is N1C=CC=CC=1. The product is [F:24][C:23]1[CH:22]=[CH:21][C:4]([O:5][C:6]2[N:11]=[C:10]3[S:12][C:13]([NH:15][C:16]([CH:18]4[CH2:20][CH2:19]4)=[O:17])=[N:14][C:9]3=[CH:8][CH:7]=2)=[CH:3][C:2]=1[NH:1][C:26](=[O:27])[NH:25][C:28]1[CH:33]=[CH:32][C:31]([C:34]([F:35])([F:37])[F:36])=[CH:30][CH:29]=1. The yield is 0.370. (3) The reactants are [CH:1]1([C:7]([C:9]2[O:10][C:11]3[CH:18]=[CH:17][C:16]([OH:19])=[CH:15][C:12]=3[C:13]=2[CH3:14])=[O:8])[CH2:6][CH2:5][CH2:4][CH2:3][CH2:2]1.[CH3:20][S:21][CH:22]([CH3:25])CO.[CH2:26](P(CCCC)CCCC)CCC.N(C(N1CCCCC1)=O)=NC(N1CCCCC1)=O. The catalyst is O1CCCC1. The product is [CH:1]1([C:7]([C:9]2[O:10][C:11]3[CH:18]=[CH:17][C:16]([O:19][CH2:26][CH2:25][CH2:22][S:21][CH3:20])=[CH:15][C:12]=3[C:13]=2[CH3:14])=[O:8])[CH2:2][CH2:3][CH2:4][CH2:5][CH2:6]1. The yield is 0.950. (4) The reactants are [C:1]([C:4]1[C:12]2[C:7](=[CH:8][CH:9]=[CH:10][CH:11]=2)[N:6]([S:13]([C:16]2[CH:17]=[CH:18][C:19]([O:34][CH3:35])=[C:20]([N:22]3[CH2:27][CH2:26][N:25](C(=O)C(Cl)(Cl)Cl)[CH2:24][CH2:23]3)[CH:21]=2)(=[O:15])=[O:14])[CH:5]=1)(=[O:3])[CH3:2].[OH-].[K+]. The catalyst is C1COCC1. The product is [CH3:35][O:34][C:19]1[CH:18]=[CH:17][C:16]([S:13]([N:6]2[C:7]3[C:12](=[CH:11][CH:10]=[CH:9][CH:8]=3)[C:4]([C:1](=[O:3])[CH3:2])=[CH:5]2)(=[O:14])=[O:15])=[CH:21][C:20]=1[N:22]1[CH2:23][CH2:24][NH:25][CH2:26][CH2:27]1. The yield is 0.750. (5) The reactants are [O:1]1[CH2:5][CH2:4][CH:3]([CH2:6][OH:7])[CH2:2]1.O[C:9]1[CH:18]=[CH:17][C:12]([C:13]([O:15]C)=[O:14])=[CH:11][CH:10]=1.C1(P(C2C=CC=CC=2)C2C=CC=CC=2)C=CC=CC=1.N(C(OCC)=O)=NC(OCC)=O.[OH-].[Na+]. The catalyst is O1CCCC1.C1(C)C=CC=CC=1.CO. The product is [O:1]1[CH2:5][CH2:4][CH:3]([CH2:6][O:7][C:9]2[CH:18]=[CH:17][C:12]([C:13]([OH:15])=[O:14])=[CH:11][CH:10]=2)[CH2:2]1. The yield is 0.480. (6) The reactants are [CH2:1]([N:8](C)[CH2:9][CH2:10][CH:11]([N:23]1[CH2:27][CH2:26][CH2:25][CH2:24]1)[CH2:12][CH2:13][N:14](CC1C=CC=CC=1)[CH3:15])C1C=CC=CC=1.Cl. The catalyst is CO.[Pd]. The product is [CH3:1][NH:8][CH2:9][CH2:10][CH:11]([N:23]1[CH2:24][CH2:25][CH2:26][CH2:27]1)[CH2:12][CH2:13][NH:14][CH3:15]. The yield is 0.780. (7) The reactants are [N:1]1([CH2:7][C:8]2[CH:9]=[C:10]([NH2:15])[C:11]([NH2:14])=[CH:12][CH:13]=2)[CH2:6][CH2:5][O:4][CH2:3][CH2:2]1.[N+:16]([C:19]1[C:20]([C:24](O)=O)=[N:21][NH:22][CH:23]=1)([O-:18])=[O:17].[B-](F)(F)(F)F.CN(C(ON1N=NC2C1=CC=CC=2)=[N+](C)C)C. The catalyst is CN(C)C=O. The product is [N:1]1([CH2:7][C:8]2[CH:13]=[CH:12][C:11]3[NH:14][C:24]([C:20]4[C:19]([N+:16]([O-:18])=[O:17])=[CH:23][NH:22][N:21]=4)=[N:15][C:10]=3[CH:9]=2)[CH2:6][CH2:5][O:4][CH2:3][CH2:2]1. The yield is 0.400. (8) The reactants are [Cl:1][C:2]1[C:10](OS(C(F)(F)F)(=O)=O)=[CH:9][C:8]([C:19]2[N:20]([C:35]([O:37][C:38]([CH3:41])([CH3:40])[CH3:39])=[O:36])[C:21]3[C:26]([CH:27]=2)=[CH:25][C:24]([CH2:28][N:29]2[CH2:34][CH2:33][CH2:32][CH2:31][CH2:30]2)=[CH:23][CH:22]=3)=[C:7]2[C:3]=1[CH2:4][NH:5][C:6]2=[O:42].[CH2:43]([Zn]CC)[CH3:44].C1(C)C=CC=CC=1.O. The catalyst is C(COC)OC. The product is [Cl:1][C:2]1[C:10]([CH2:43][CH3:44])=[CH:9][C:8]([C:19]2[N:20]([C:35]([O:37][C:38]([CH3:41])([CH3:39])[CH3:40])=[O:36])[C:21]3[C:26]([CH:27]=2)=[CH:25][C:24]([CH2:28][N:29]2[CH2:30][CH2:31][CH2:32][CH2:33][CH2:34]2)=[CH:23][CH:22]=3)=[C:7]2[C:3]=1[CH2:4][NH:5][C:6]2=[O:42]. The yield is 0.520. (9) The product is [NH2:1][C:4]1[C:5]([O:18][CH3:19])=[C:6]([C:10]2[CH:11]=[C:12]([C:15]([OH:17])=[O:16])[NH:13][CH:14]=2)[CH:7]=[CH:8][CH:9]=1. The yield is 0.232. The catalyst is C(OCC)(=O)C.[Pd]. The reactants are [N+:1]([C:4]1[C:5]([O:18][CH3:19])=[C:6]([C:10]2[CH:11]=[C:12]([C:15]([OH:17])=[O:16])[NH:13][CH:14]=2)[CH:7]=[CH:8][CH:9]=1)([O-])=O.C([O-])=O.[NH4+]. (10) The reactants are [H-].[Na+].[CH2:3]1[O:13][C:12]2[C:5](=[C:6]([CH:9]=[CH:10][CH:11]=2)[CH:7]=O)[O:4]1.[OH2:14].[O:15]1[CH2:19][CH2:18][CH2:17][CH2:16]1. No catalyst specified. The product is [CH2:3]1[O:13][C:12]2[C:5](=[C:6]([CH:9]=[CH:10][CH:11]=2)[CH:7]=[CH:17][C:16]([O:15][CH2:19][CH3:18])=[O:14])[O:4]1. The yield is 0.920.